Predict the product of the given reaction. From a dataset of Forward reaction prediction with 1.9M reactions from USPTO patents (1976-2016). (1) Given the reactants [CH3:1][O:2][C:3]([C:5]1([CH3:14])[CH2:10][CH2:9][CH:8]([C:11](O)=[O:12])[CH2:7][CH2:6]1)=[O:4].S(Cl)([Cl:17])=O, predict the reaction product. The product is: [Cl:17][C:11]([CH:8]1[CH2:9][CH2:10][C:5]([CH3:14])([C:3]([O:2][CH3:1])=[O:4])[CH2:6][CH2:7]1)=[O:12]. (2) Given the reactants [CH3:1][N:2]1[C:6]([C:7](=[N:14][O:15][CH2:16][C:17]2[N:22]=[C:21]([NH2:23])[CH:20]=[CH:19][CH:18]=2)[C:8]2[CH:13]=[CH:12][CH:11]=[CH:10][CH:9]=2)=[N:5][N:4]=[N:3]1.N1C=CC=CC=1.[C:30](Cl)(=[O:37])[O:31][CH2:32][CH2:33][CH2:34][CH2:35][Cl:36], predict the reaction product. The product is: [CH3:1][N:2]1[C:6](/[C:7](=[N:14]\[O:15][CH2:16][C:17]2[N:22]=[C:21]([NH:23][C:30](=[O:37])[O:31][CH2:32][CH2:33][CH2:34][CH2:35][Cl:36])[CH:20]=[CH:19][CH:18]=2)/[C:8]2[CH:9]=[CH:10][CH:11]=[CH:12][CH:13]=2)=[N:5][N:4]=[N:3]1. (3) Given the reactants Br[C:2]1[N:3]=[C:4]([C@:7]23[CH2:15][O:14][C@@H:13]([CH3:16])[CH2:12][C@H:11]2[CH2:10][O:9][NH:8]3)[S:5][CH:6]=1.[C:17](=[O:24])([O:19][C:20]([CH3:23])([CH3:22])[CH3:21])[NH2:18].P([O-])([O-])([O-])=O.[K+].[K+].[K+].C(P(C(C)(C)C)C1C=CC=CC=1C1C(C(C)C)=CC(C(C)C)=CC=1C(C)C)(C)(C)C, predict the reaction product. The product is: [CH3:16][C@@H:13]1[O:14][CH2:15][C@:7]2([C:4]3[S:5][CH:6]=[C:2]([NH:18][C:17](=[O:24])[O:19][C:20]([CH3:23])([CH3:22])[CH3:21])[N:3]=3)[NH:8][O:9][CH2:10][C@@H:11]2[CH2:12]1. (4) Given the reactants [CH3:1][C:2]([O:9][C:10]1[CH:15]=[CH:14][C:13]([SH:16])=[CH:12][C:11]=1[CH3:17])([CH3:8])[C:3]([O:5][CH2:6][CH3:7])=[O:4].ClCC1SC(C2C=CC(C)=CC=2[F:32])=NC=1C.CC(OC1C=CC(S[CH2:50][C:51]2[S:55][C:54]([C:56]3[CH:61]=[CH:60][C:59]([C:62]([F:65])([F:64])[F:63])=[CH:58][CH:57]=3)=[N:53][C:52]=2[CH2:66]OC2CCCCO2)=CC=1)(C)C(OCC)=O, predict the reaction product. The product is: [F:32][C:57]1[CH:58]=[C:59]([C:62]([F:65])([F:64])[F:63])[CH:60]=[CH:61][C:56]=1[C:54]1[S:55][C:51]([CH2:50][S:16][C:13]2[CH:14]=[CH:15][C:10]([O:9][C:2]([CH3:1])([CH3:8])[C:3]([O:5][CH2:6][CH3:7])=[O:4])=[C:11]([CH3:17])[CH:12]=2)=[C:52]([CH3:66])[N:53]=1. (5) The product is: [N:47]1([CH2:2][C:3]2[S:4][CH:5]=[C:6]([C:8]([NH:10][C:11]3[CH:19]=[C:18]([C:20]4[CH:25]=[CH:24][N:23]=[C:22]5[NH:26][CH:27]=[CH:28][C:21]=45)[CH:17]=[C:16]4[C:12]=3[CH:13]=[N:14][NH:15]4)=[O:9])[N:7]=2)[CH2:52][CH2:51][CH2:50][CH2:49][CH2:48]1. Given the reactants Cl[CH2:2][C:3]1[S:4][CH:5]=[C:6]([C:8]([NH:10][C:11]2[CH:19]=[C:18]([C:20]3[CH:25]=[CH:24][N:23]=[C:22]4[N:26](S(C5C=CC=CC=5)(=O)=O)[CH:27]=[CH:28][C:21]=34)[CH:17]=[C:16]3[C:12]=2[CH:13]=[N:14][N:15]3S(C2C=CC=CC=2)(=O)=O)=[O:9])[N:7]=1.[NH:47]1[CH2:52][CH2:51][CH2:50][CH2:49][CH2:48]1.[OH-].[Na+].Cl, predict the reaction product. (6) Given the reactants C([C:5]1N=C(N2CCC(F)(F)C2)[C:8]2[C:9](=[N:11][N:12]([CH2:14][CH3:15])N=2)[N:10]=1)(C)(C)C.[C:23]([C:27]1[N:28]=[C:29]([N:36]2[CH2:42][C:38]3([CH2:41][O:40][CH2:39]3)[CH2:37]2)[C:30]2[N:35]=[N:34][NH:33][C:31]=2[N:32]=1)([CH3:26])([CH3:25])[CH3:24].Cl.ClCC1N(C)C(C)=NN=1, predict the reaction product. The product is: [C:23]([C:27]1[N:28]=[C:29]([N:36]2[CH2:37][C:38]3([CH2:39][O:40][CH2:41]3)[CH2:42]2)[C:30]2[C:31](=[N:33][N:34]([CH2:8][C:9]3[N:10]([CH3:5])[C:14]([CH3:15])=[N:12][N:11]=3)[N:35]=2)[N:32]=1)([CH3:26])([CH3:24])[CH3:25]. (7) Given the reactants Br[CH2:2][C:3]1[CH:8]=[CH:7][C:6]([B:9]2[O:13][C:12]([CH3:15])([CH3:14])[C:11]([CH3:17])([CH3:16])[O:10]2)=[CH:5][CH:4]=1.[NH:18]1[CH2:23][CH2:22][CH2:21][CH2:20][CH2:19]1.C([O-])([O-])=O.[K+].[K+], predict the reaction product. The product is: [CH3:16][C:11]1([CH3:17])[C:12]([CH3:15])([CH3:14])[O:13][B:9]([C:6]2[CH:7]=[CH:8][C:3]([CH2:2][N:18]3[CH2:23][CH2:22][CH2:21][CH2:20][CH2:19]3)=[CH:4][CH:5]=2)[O:10]1.